From a dataset of Catalyst prediction with 721,799 reactions and 888 catalyst types from USPTO. Predict which catalyst facilitates the given reaction. (1) Reactant: [CH3:1][O:2][C:3]1[CH:25]=[CH:24][C:6]([CH2:7][O:8][C:9]2[C:18](=[O:19])[C:17]3[C:12](=[C:13]([C:20]([NH2:22])=[O:21])[CH:14]=[CH:15][CH:16]=3)[N:11]([CH3:23])[CH:10]=2)=[CH:5][CH:4]=1.[H-].[Na+].Cl.Cl[CH2:30][CH2:31][N:32]1[CH2:36][CH2:35][CH2:34][CH2:33]1.C(N(CC)CC)C. Product: [CH3:1][O:2][C:3]1[CH:4]=[CH:5][C:6]([CH2:7][O:8][C:9]2[C:18](=[O:19])[C:17]3[C:12](=[C:13]([C:20]([NH:22][CH2:30][CH2:31][N:32]4[CH2:36][CH2:35][CH2:34][CH2:33]4)=[O:21])[CH:14]=[CH:15][CH:16]=3)[N:11]([CH3:23])[CH:10]=2)=[CH:24][CH:25]=1. The catalyst class is: 9. (2) Reactant: [C:1]([O:5][C:6]([N:8]1[C:16]2[C:11](=[C:12]([Cl:17])[CH:13]=[CH:14][CH:15]=2)[CH:10]=[C:9]1B(O)O)=[O:7])([CH3:4])([CH3:3])[CH3:2].Br[C:22]1[CH:23]=[CH:24][C:25]([Cl:38])=[C:26]([S:28]([NH:31][CH:32]2[CH2:37][CH2:36][CH2:35][CH2:34][CH2:33]2)(=[O:30])=[O:29])[CH:27]=1.[F-].[Cs+]. Product: [C:1]([O:5][C:6]([N:8]1[C:16]2[C:11](=[C:12]([Cl:17])[CH:13]=[CH:14][CH:15]=2)[CH:10]=[C:9]1[C:22]1[CH:23]=[CH:24][C:25]([Cl:38])=[C:26]([S:28](=[O:29])(=[O:30])[NH:31][CH:32]2[CH2:37][CH2:36][CH2:35][CH2:34][CH2:33]2)[CH:27]=1)=[O:7])([CH3:4])([CH3:3])[CH3:2]. The catalyst class is: 117. (3) Reactant: [Li+].C[CH:3]([N-:5]C(C)C)C.[CH2:9]1[C:11]2([CH2:16][CH2:15][C:14](=[O:17])[CH2:13][CH2:12]2)[CH2:10]1.S(C#N)(C1C=CC(C)=CC=1)(=O)=O. Product: [O:17]=[C:14]1[CH2:15][CH2:16][C:11]2([CH2:10][CH2:9]2)[CH:12]=[C:13]1[C:3]#[N:5]. The catalyst class is: 1. (4) Reactant: [CH3:1][O:2][C:3]1[CH:29]=[CH:28][C:6]([CH2:7][N:8]2[C:12]3=[N:13][CH:14]=[CH:15][C:16]([O:17][C:18]4[CH:23]=[CH:22][C:21]([NH2:24])=[CH:20][C:19]=4[F:25])=[C:11]3[C:10]([CH:26]=[CH2:27])=[N:9]2)=[CH:5][CH:4]=1.B1C2CCCC1CCC2.[OH-:39].[Na+].OO. Product: [CH3:1][O:2][C:3]1[CH:4]=[CH:5][C:6]([CH2:7][N:8]2[C:12]3=[N:13][CH:14]=[CH:15][C:16]([O:17][C:18]4[CH:23]=[CH:22][C:21]([NH2:24])=[CH:20][C:19]=4[F:25])=[C:11]3[C:10]([CH2:26][CH2:27][OH:39])=[N:9]2)=[CH:28][CH:29]=1. The catalyst class is: 1. (5) Reactant: Cl[C:2]1[N:10]=[CH:9][N:8]=[C:7]2[C:3]=1[N:4]=[C:5]([C:12]1[CH:13]=[N:14][N:15]([CH3:17])[CH:16]=1)[N:6]2[CH3:11].[N:18]1([C:24]2[CH:25]=[C:26]([CH:37]=[CH:38][CH:39]=2)[O:27][CH2:28][C:29]([N:31]2[CH2:36][CH2:35][CH2:34][CH2:33][CH2:32]2)=[O:30])[CH2:23][CH2:22][NH:21][CH2:20][CH2:19]1.C(N(CC)CC)C. Product: [CH3:11][N:6]1[C:5]([C:12]2[CH:13]=[N:14][N:15]([CH3:17])[CH:16]=2)=[N:4][C:3]2[C:7]1=[N:8][CH:9]=[N:10][C:2]=2[N:21]1[CH2:22][CH2:23][N:18]([C:24]2[CH:39]=[CH:38][CH:37]=[C:26]([O:27][CH2:28][C:29](=[O:30])[N:31]3[CH2:32][CH2:33][CH2:34][CH2:35][CH2:36]3)[CH:25]=2)[CH2:19][CH2:20]1. The catalyst class is: 32. (6) Reactant: CN(C(ON1N=NC2C=CC=NC1=2)=[N+](C)C)C.F[P-](F)(F)(F)(F)F.Cl.[OH:26][C@H:27]1[CH2:31][NH:30][C@H:29]([C:32]([O:34][CH3:35])=[O:33])[CH2:28]1.[C:36]([O:40][C:41]([NH:43][CH:44]([C@H:48]([CH3:56])[CH2:49][CH:50]([CH3:55])[CH2:51][CH2:52][CH:53]=[CH2:54])[C:45](O)=[O:46])=[O:42])([CH3:39])([CH3:38])[CH3:37].CCN(CC)CC. Product: [C:36]([O:40][C:41]([NH:43][C@@H:44]([C@H:48]([CH3:56])[CH2:49][CH:50]([CH3:55])[CH2:51][CH2:52][CH:53]=[CH2:54])[C:45]([N:30]1[CH2:31][C@H:27]([OH:26])[CH2:28][C@H:29]1[C:32]([O:34][CH3:35])=[O:33])=[O:46])=[O:42])([CH3:39])([CH3:38])[CH3:37]. The catalyst class is: 2. (7) Reactant: [F:1][C:2]1[CH:21]=[CH:20][C:5]2[C:6]([C:9]3[CH:14]=[CH:13][CH:12]=[C:11]([O:15][CH2:16][C@H:17]4[CH2:19][O:18]4)[CH:10]=3)=[N:7][O:8][C:4]=2[CH:3]=1.C(O)C.[F:25][C:26]1[CH:27]=[C:28]([CH:31]=[CH:32][CH:33]=1)[CH2:29][NH2:30]. Product: [F:1][C:2]1[CH:21]=[CH:20][C:5]2[C:6]([C:9]3[CH:10]=[C:11]([CH:12]=[CH:13][CH:14]=3)[O:15][CH2:16][C@H:17]([OH:18])[CH2:19][NH:30][CH2:29][C:28]3[CH:31]=[CH:32][CH:33]=[C:26]([F:25])[CH:27]=3)=[N:7][O:8][C:4]=2[CH:3]=1. The catalyst class is: 68.